This data is from Catalyst prediction with 721,799 reactions and 888 catalyst types from USPTO. The task is: Predict which catalyst facilitates the given reaction. (1) Reactant: [C:1]([O:5][C:6]([NH:8][C@@H:9]1[C@H:14]([NH:15][C:16]2[N:21]=[C:20](Cl)[C:19]3[C:23](=[O:33])[N:24]([C:26]([O:28][C:29]([CH3:32])([CH3:31])[CH3:30])=[O:27])[CH2:25][C:18]=3[C:17]=2[F:34])[CH2:13][CH2:12]O[CH2:10]1)=[O:7])([CH3:4])([CH3:3])[CH3:2].C([Sn](CCCC)(CCCC)[C:40]1[S:48][C:47]2[CH:46]=[CH:45][N:44]=[CH:43][C:42]=2[CH:41]=1)CCC.[C:57]1(C)C=CC=CC=1. Product: [C:1]([O:5][C:6]([NH:8][C@H:9]1[CH2:10][CH2:57][CH2:12][CH2:13][C@H:14]1[NH:15][C:16]1[N:21]=[C:20]([C:40]2[S:48][C:47]3[CH:46]=[CH:45][N:44]=[CH:43][C:42]=3[CH:41]=2)[C:19]2[C:23](=[O:33])[N:24]([C:26]([O:28][C:29]([CH3:30])([CH3:32])[CH3:31])=[O:27])[CH2:25][C:18]=2[C:17]=1[F:34])=[O:7])([CH3:2])([CH3:3])[CH3:4]. The catalyst class is: 73. (2) Reactant: [Br:1][C:2]1[CH:8]=[C:7]([CH3:9])[CH:6]=[CH:5][C:3]=1[NH2:4].C[Si]([N-][Si](C)(C)C)(C)C.[Na+].[C:20](O[C:20]([O:22][C:23]([CH3:26])([CH3:25])[CH3:24])=[O:21])([O:22][C:23]([CH3:26])([CH3:25])[CH3:24])=[O:21]. Product: [Br:1][C:2]1[CH:8]=[C:7]([CH3:9])[CH:6]=[CH:5][C:3]=1[NH:4][C:20](=[O:21])[O:22][C:23]([CH3:26])([CH3:25])[CH3:24]. The catalyst class is: 7. (3) Reactant: [CH2:1]([N:3]([CH2:20][CH3:21])[C:4]1[CH:5]=[C:6]([OH:19])[C:7](=[CH:17][CH:18]=1)[CH:8]=[N:9][C@@H:10]1[CH2:15][CH2:14][CH2:13][CH2:12][C@H:11]1[NH2:16])[CH3:2].[CH3:22][O:23][C:24]1[CH:25]=[C:26]([OH:32])[C:27](=[CH:30][CH:31]=1)[CH:28]=O. Product: [CH2:20]([N:3]([CH2:1][CH3:2])[C:4]1[CH:5]=[C:6]([OH:19])[C:7](=[CH:17][CH:18]=1)[CH:8]=[N:9][C@@H:10]1[CH2:15][CH2:14][CH2:13][CH2:12][C@H:11]1[N:16]=[CH:28][C:27]1[C:26](=[CH:25][C:24]([O:23][CH3:22])=[CH:31][CH:30]=1)[OH:32])[CH3:21]. The catalyst class is: 8. (4) Reactant: [F:1][C:2]1[CH:7]=[CH:6][C:5]([CH2:8][C:9]2[C:10]([N:16]3[CH2:22][C:21]4[CH:23]=[C:24]([C:27]5[S:31][C:30]([NH:32]C(=O)C)=[N:29][CH:28]=5)[CH:25]=[CH:26][C:20]=4[O:19][CH2:18][CH2:17]3)=[N:11][CH:12]=[N:13][C:14]=2[CH3:15])=[CH:4][CH:3]=1.[OH-].[Na+]. Product: [F:1][C:2]1[CH:7]=[CH:6][C:5]([CH2:8][C:9]2[C:10]([N:16]3[CH2:22][C:21]4[CH:23]=[C:24]([C:27]5[S:31][C:30]([NH2:32])=[N:29][CH:28]=5)[CH:25]=[CH:26][C:20]=4[O:19][CH2:18][CH2:17]3)=[N:11][CH:12]=[N:13][C:14]=2[CH3:15])=[CH:4][CH:3]=1. The catalyst class is: 33. (5) Reactant: CO[C:3](=[O:16])[CH:4](O)[C:5]1[CH:10]=[CH:9][C:8]([C:11]([F:14])([F:13])[F:12])=[CH:7][CH:6]=1.[F:17][C:18]1[CH:23]=[CH:22][C:21]([SH:24])=[CH:20][CH:19]=1.[NH2:25][C:26]1[CH:31]=[CH:30][CH:29]=[CH:28][N:27]=1. Product: [F:17][C:18]1[CH:23]=[CH:22][C:21]([S:24][CH:4]([C:5]2[CH:6]=[CH:7][C:8]([C:11]([F:12])([F:13])[F:14])=[CH:9][CH:10]=2)[C:3]([NH:25][C:26]2[CH:31]=[CH:30][CH:29]=[CH:28][N:27]=2)=[O:16])=[CH:20][CH:19]=1. The catalyst class is: 1. (6) Reactant: [CH3:1][O:2][C:3](=[O:25])[CH2:4][N:5]([S:15]([C:18]1[CH:23]=[CH:22][C:21]([OH:24])=[CH:20][CH:19]=1)(=[O:17])=[O:16])[CH2:6][C:7]1[CH:12]=[CH:11][C:10]([O:13][CH3:14])=[CH:9][CH:8]=1.C([O-])([O-])=O.[K+].[K+].Br[CH2:33][CH2:34][CH2:35][CH2:36][F:37]. Product: [CH3:1][O:2][C:3](=[O:25])[CH2:4][N:5]([S:15]([C:18]1[CH:19]=[CH:20][C:21]([O:24][CH2:33][CH2:34][CH2:35][CH2:36][F:37])=[CH:22][CH:23]=1)(=[O:17])=[O:16])[CH2:6][C:7]1[CH:8]=[CH:9][C:10]([O:13][CH3:14])=[CH:11][CH:12]=1. The catalyst class is: 18. (7) Reactant: [F:1][C:2]1[CH:7]=[CH:6][C:5](/[CH:8]=[CH:9]/[C:10]2[CH:15]=[CH:14][C:13]([S:16]([C:19]3[CH:24]=[CH:23][CH:22]=[CH:21][C:20]=3[C:25](=[O:28])[CH2:26][OH:27])(=[O:18])=[O:17])=[CH:12][CH:11]=2)=[CH:4][CH:3]=1.[BH4-].[Na+]. Product: [F:1][C:2]1[CH:3]=[CH:4][C:5](/[CH:8]=[CH:9]/[C:10]2[CH:11]=[CH:12][C:13]([S:16]([C:19]3[CH:24]=[CH:23][CH:22]=[CH:21][C:20]=3[CH:25]([OH:28])[CH2:26][OH:27])(=[O:18])=[O:17])=[CH:14][CH:15]=2)=[CH:6][CH:7]=1. The catalyst class is: 138. (8) Reactant: [N:1]1([C:5]([C:7]2[CH:28]=[CH:27][C:10]([O:11][C:12]3[CH:13]=[C:14]([CH:19]=[C:20]([O:22][C@@H:23]([CH3:26])[CH2:24][OH:25])[CH:21]=3)[C:15]([O:17]C)=[O:16])=[C:9]([F:29])[CH:8]=2)=[O:6])[CH2:4][CH2:3][CH2:2]1.[OH-].[Li+]. Product: [N:1]1([C:5]([C:7]2[CH:28]=[CH:27][C:10]([O:11][C:12]3[CH:13]=[C:14]([CH:19]=[C:20]([O:22][C@@H:23]([CH3:26])[CH2:24][OH:25])[CH:21]=3)[C:15]([OH:17])=[O:16])=[C:9]([F:29])[CH:8]=2)=[O:6])[CH2:4][CH2:3][CH2:2]1. The catalyst class is: 20. (9) Reactant: Cl.[NH2:2][CH:3]1[CH2:8][CH2:7][N:6]([C:9]([O:11][CH2:12][C:13]2[CH:18]=[C:17]([C:19]([F:22])([F:21])[F:20])[CH:16]=[C:15]([CH3:23])[CH:14]=2)=[O:10])[CH2:5][CH2:4]1.CCN(C(C)C)C(C)C.[NH:33]1[CH:37]=[C:36]([CH2:38][CH2:39][CH2:40][C:41](Cl)=[O:42])[N:35]=[N:34]1. Product: [NH:33]1[CH:37]=[C:36]([CH2:38][CH2:39][CH2:40][C:41]([NH:2][CH:3]2[CH2:4][CH2:5][N:6]([C:9]([O:11][CH2:12][C:13]3[CH:18]=[C:17]([C:19]([F:22])([F:20])[F:21])[CH:16]=[C:15]([CH3:23])[CH:14]=3)=[O:10])[CH2:7][CH2:8]2)=[O:42])[N:35]=[N:34]1. The catalyst class is: 2.